Dataset: Catalyst prediction with 721,799 reactions and 888 catalyst types from USPTO. Task: Predict which catalyst facilitates the given reaction. (1) Reactant: [N:1]1[CH:6]=[CH:5][CH:4]=[CH:3][C:2]=1[C:7]1[C:8]([C:15]2[C:24]3[C:19](=[CH:20][C:21]([OH:25])=[CH:22][CH:23]=3)[N:18]=[CH:17][CH:16]=2)=[C:9]2[CH2:14][CH2:13][CH2:12][N:10]2[N:11]=1.C1(P(C2C=CC=CC=2)C2C=CC=CC=2)C=CC=CC=1.[N:45]1[CH:50]=[CH:49][C:48]([CH2:51]O)=[CH:47][CH:46]=1.CC(OC(/N=N/C(OC(C)C)=O)=O)C. Product: [N:1]1[CH:6]=[CH:5][CH:4]=[CH:3][C:2]=1[C:7]1[C:8]([C:15]2[C:24]3[C:19](=[CH:20][C:21]([O:25][CH2:51][C:48]4[CH:49]=[CH:50][N:45]=[CH:46][CH:47]=4)=[CH:22][CH:23]=3)[N:18]=[CH:17][CH:16]=2)=[C:9]2[CH2:14][CH2:13][CH2:12][N:10]2[N:11]=1. The catalyst class is: 359. (2) Reactant: [CH2:1]([O:3][C:4]1[NH:9][C:8](=[O:10])[CH:7]=[C:6]([CH3:11])[N:5]=1)[CH3:2].Br[CH2:13][C:14]1[CH:19]=[CH:18][C:17]([C:20]2[C:21]([C:26]#[N:27])=[CH:22][CH:23]=[CH:24][CH:25]=2)=[CH:16][CH:15]=1.C(=O)([O-])[O-].[K+].[K+]. Product: [CH2:1]([O:3][C:4]1[N:9]([CH2:13][C:14]2[CH:15]=[CH:16][C:17]([C:20]3[C:21]([C:26]#[N:27])=[CH:22][CH:23]=[CH:24][CH:25]=3)=[CH:18][CH:19]=2)[C:8](=[O:10])[CH:7]=[C:6]([CH3:11])[N:5]=1)[CH3:2]. The catalyst class is: 10. (3) Reactant: [CH:1]1([CH2:4][C:5]2([C:14]#[N:15])[CH2:8][CH:7]([CH2:9][S:10][CH2:11][CH2:12][CH3:13])[CH2:6]2)[CH2:3][CH2:2]1.[CH3:16][Mg]Br.[BH4-].[Na+].Cl. Product: [CH:1]1([CH2:4][C:5]2([CH:14]([NH2:15])[CH3:16])[CH2:6][CH:7]([CH2:9][S:10][CH2:11][CH2:12][CH3:13])[CH2:8]2)[CH2:2][CH2:3]1. The catalyst class is: 224.